This data is from Forward reaction prediction with 1.9M reactions from USPTO patents (1976-2016). The task is: Predict the product of the given reaction. (1) The product is: [F:9][C:7]1[CH:6]=[CH:5][C:4]2[C:10]([CH:13]3[CH2:18][CH2:17][NH:16][CH2:15][CH2:14]3)=[N:11][O:12][C:3]=2[CH:8]=1. Given the reactants Cl.F[C:3]1[CH:8]=[C:7]([F:9])[CH:6]=[CH:5][C:4]=1[C:10]([CH:13]1[CH2:18][CH2:17][NH:16][CH2:15][CH2:14]1)=[N:11][OH:12].[OH-].[K+], predict the reaction product. (2) Given the reactants [CH:1]([C:4]1[CH:9]=[CH:8][C:7]([CH:10]2[C:14]3[CH:15]=[C:16]([NH:19][C:20](=[O:26])[CH2:21][C:22]([CH3:25])([CH3:24])[CH3:23])[CH:17]=[CH:18][C:13]=3[O:12][C:11]2([CH3:28])[CH3:27])=[CH:6][CH:5]=1)([CH3:3])[CH3:2].[H-].[Na+].[CH3:31]I.O, predict the reaction product. The product is: [CH:1]([C:4]1[CH:5]=[CH:6][C:7]([CH:10]2[C:14]3[CH:15]=[C:16]([N:19]([CH3:31])[C:20](=[O:26])[CH2:21][C:22]([CH3:25])([CH3:24])[CH3:23])[CH:17]=[CH:18][C:13]=3[O:12][C:11]2([CH3:28])[CH3:27])=[CH:8][CH:9]=1)([CH3:3])[CH3:2].